Dataset: Full USPTO retrosynthesis dataset with 1.9M reactions from patents (1976-2016). Task: Predict the reactants needed to synthesize the given product. (1) Given the product [C:2]([N+:6]([O-:7])=[CH:23][C:10]1[C:11]([S:19]([OH:22])(=[O:21])=[O:20])=[N:12][C:13]([S:15]([OH:18])(=[O:16])=[O:17])=[CH:14][C:9]=1[F:8])([CH3:5])([CH3:4])[CH3:3], predict the reactants needed to synthesize it. The reactants are: Cl.[C:2]([NH:6][OH:7])([CH3:5])([CH3:4])[CH3:3].[F:8][C:9]1[CH:14]=[C:13]([S:15]([OH:18])(=[O:17])=[O:16])[N:12]=[C:11]([S:19]([OH:22])(=[O:21])=[O:20])[C:10]=1[CH:23]=O. (2) Given the product [CH3:27][O:28][C:29]1[CH:30]=[CH:31][CH:32]=[CH:33][C:34]=1[O:35][CH2:36][CH2:37][NH:38][CH2:46][CH:47]([OH:63])[CH2:48][O:49][C:50]1[CH:51]=[CH:52][CH:53]=[C:54]2[NH:62][C:61]3[CH:60]=[CH:59][CH:58]=[CH:57][C:56]=3[C:55]=12, predict the reactants needed to synthesize it. The reactants are: C(N)C1C=CC=CC=1.O1CC1COC1C2C3C(=CC=CC=3)NC=2C=CC=1.[CH3:27][O:28][C:29]1[C:34]([O:35][CH2:36][CH2:37][N:38]([CH2:46][CH:47]([OH:63])[CH2:48][O:49][C:50]2[C:55]3[C:56]4[C:61]([NH:62][C:54]=3[CH:53]=[CH:52][CH:51]=2)=[CH:60][CH:59]=[CH:58][CH:57]=4)CC2C=CC=CC=2)=[CH:33][CH:32]=[CH:31][CH:30]=1.